This data is from Catalyst prediction with 721,799 reactions and 888 catalyst types from USPTO. The task is: Predict which catalyst facilitates the given reaction. (1) Reactant: [CH3:1][Si:2]([CH3:32])([CH3:31])[CH2:3][CH2:4][O:5][C:6](=[O:30])[C@H:7]([CH2:26][CH2:27][S:28][CH3:29])[NH:8][C:9](=[O:25])[C:10]1[CH:15]=[CH:14][C:13]([N+:16]([O-])=O)=[CH:12][C:11]=1[C:19]1[CH:24]=[CH:23][CH:22]=[CH:21][CH:20]=1.C([O-])=O.[NH4+]. Product: [CH3:32][Si:2]([CH3:1])([CH3:31])[CH2:3][CH2:4][O:5][C:6](=[O:30])[C@H:7]([CH2:26][CH2:27][S:28][CH3:29])[NH:8][C:9](=[O:25])[C:10]1[CH:15]=[CH:14][C:13]([NH2:16])=[CH:12][C:11]=1[C:19]1[CH:24]=[CH:23][CH:22]=[CH:21][CH:20]=1. The catalyst class is: 19. (2) Reactant: [Cl:1][C:2]1[CH:3]=[C:4]([CH:10]([CH3:14])[C:11]([OH:13])=O)[CH:5]=[CH:6][C:7]=1[C:8]#[N:9].[C:15]1([CH3:33])[CH:20]=[CH:19][CH:18]=[C:17]([C:21]2[C:26]([CH2:27][NH2:28])=[CH:25][CH:24]=[C:23]([C:29]([F:32])([F:31])[F:30])[N:22]=2)[CH:16]=1.CN(C)CCCN=C=NCC.ON1C2C=CC=CC=2N=N1.C(N(CC)CC)C. Product: [Cl:1][C:2]1[CH:3]=[C:4]([CH:10]([CH3:14])[C:11]([NH:28][CH2:27][C:26]2[C:21]([C:17]3[CH:16]=[C:15]([CH3:33])[CH:20]=[CH:19][CH:18]=3)=[N:22][C:23]([C:29]([F:32])([F:30])[F:31])=[CH:24][CH:25]=2)=[O:13])[CH:5]=[CH:6][C:7]=1[C:8]#[N:9]. The catalyst class is: 115. (3) Reactant: [Cl:1][C:2]1[CH:7]=[CH:6][C:5]([CH:8](O)[CH:9]([CH3:11])[CH3:10])=[CH:4][C:3]=1[C:13]([F:16])([F:15])[F:14].O.C1(C)C=CC(S(O)(=O)=O)=CC=1.O. Product: [Cl:1][C:2]1[CH:7]=[CH:6][C:5]([CH:8]=[C:9]([CH3:11])[CH3:10])=[CH:4][C:3]=1[C:13]([F:14])([F:15])[F:16]. The catalyst class is: 11. (4) Reactant: [NH2:1][CH2:2][C:3]([CH3:9])([CH3:8])[C:4]([O:6][CH3:7])=[O:5].CCN(CC)CC.[CH:17]([S:20](Cl)(=[O:22])=[O:21])([CH3:19])[CH3:18]. Product: [CH:17]([S:20]([NH:1][CH2:2][C:3]([CH3:9])([CH3:8])[C:4]([O:6][CH3:7])=[O:5])(=[O:22])=[O:21])([CH3:19])[CH3:18]. The catalyst class is: 2.